This data is from Forward reaction prediction with 1.9M reactions from USPTO patents (1976-2016). The task is: Predict the product of the given reaction. (1) Given the reactants Cl.Cl.[NH2:3][C@H:4]([C:14]1[CH:19]=[CH:18][C:17]([O:20][CH2:21][C@@H:22]([CH3:25])[CH2:23][CH3:24])=[CH:16][CH:15]=1)[C:5]([N:7]1[CH2:12][CH2:11][N:10]([CH3:13])[CH2:9][CH2:8]1)=O.[H-].[H-].[H-].[H-].[Li+].[Al+3].[OH-].[K+], predict the reaction product. The product is: [CH3:25][C@@H:22]([CH2:23][CH3:24])[CH2:21][O:20][C:17]1[CH:18]=[CH:19][C:14]([C@@H:4]([NH2:3])[CH2:5][N:7]2[CH2:8][CH2:9][N:10]([CH3:13])[CH2:11][CH2:12]2)=[CH:15][CH:16]=1. (2) Given the reactants C([Mg]Cl)C.Br[C:6]1[S:10][C:9]([C:11]2[CH2:15][C:14]([C:20]3[CH:25]=[C:24]([Cl:26])[CH:23]=[C:22]([Cl:27])[CH:21]=3)([C:16]([F:19])([F:18])[F:17])[O:13][N:12]=2)=[CH:8][C:7]=1[CH3:28].[CH2:29]([O:31][C:32](C#N)=[O:33])[CH3:30], predict the reaction product. The product is: [CH2:29]([O:31][C:32]([C:6]1[S:10][C:9]([C:11]2[CH2:15][C:14]([C:20]3[CH:25]=[C:24]([Cl:26])[CH:23]=[C:22]([Cl:27])[CH:21]=3)([C:16]([F:19])([F:18])[F:17])[O:13][N:12]=2)=[CH:8][C:7]=1[CH3:28])=[O:33])[CH3:30]. (3) Given the reactants [CH:1]1([NH:4][C:5](=[O:23])[C:6]2[CH:11]=[C:10](B3OC(C)(C)C(C)(C)O3)[C:9]([CH3:21])=[C:8]([F:22])[CH:7]=2)[CH2:3][CH2:2]1.Br[C:25]1[C:26](=[O:43])[N:27]([CH3:42])[C:28]2[N:33]([C:34]3[C:39]([F:40])=[CH:38][CH:37]=[CH:36][C:35]=3[F:41])[N:32]=[CH:31][C:29]=2[N:30]=1, predict the reaction product. The product is: [CH:1]1([NH:4][C:5](=[O:23])[C:6]2[CH:7]=[C:8]([F:22])[C:9]([CH3:21])=[C:10]([C:25]3[C:26](=[O:43])[N:27]([CH3:42])[C:28]4[N:33]([C:34]5[C:39]([F:40])=[CH:38][CH:37]=[CH:36][C:35]=5[F:41])[N:32]=[CH:31][C:29]=4[N:30]=3)[CH:11]=2)[CH2:2][CH2:3]1. (4) Given the reactants [CH2:1]1[C:9]2[C:4](=[CH:5][CH:6]=[CH:7][CH:8]=2)[CH:3]=[C:2]1[N:10]1[CH2:14][CH2:13][CH2:12]C1.C(N)(=[O:18])C=C, predict the reaction product. The product is: [NH:10]1[C:14](=[O:18])[CH2:13][CH2:12][C:3]2[C:4]3[CH:5]=[CH:6][CH:7]=[CH:8][C:9]=3[CH2:1][C:2]1=2. (5) Given the reactants [NH2:1][CH2:2][CH2:3][CH:4]1[CH2:9][CH2:8][NH:7][CH2:6][CH2:5]1.[C:10](O[C:10]([O:12][C:13]([CH3:16])([CH3:15])[CH3:14])=[O:11])([O:12][C:13]([CH3:16])([CH3:15])[CH3:14])=[O:11], predict the reaction product. The product is: [C:13]([O:12][C:10](=[O:11])[NH:1][CH2:2][CH2:3][C:4]1[CH:9]=[CH:8][N:7]=[CH:6][CH:5]=1)([CH3:16])([CH3:15])[CH3:14]. (6) Given the reactants [N:1]#[C:2][Br:3].[CH2:4]([NH:11][C:12]1[C:21]2[C:16](=[CH:17][CH:18]=[CH:19][CH:20]=2)[N:15]=[C:14]([Cl:22])[C:13]=1[NH2:23])[C:5]1[CH:10]=[CH:9][CH:8]=[CH:7][CH:6]=1, predict the reaction product. The product is: [BrH:3].[CH2:4]([N:11]1[C:12]2[C:21]3[CH:20]=[CH:19][CH:18]=[CH:17][C:16]=3[N:15]=[C:14]([Cl:22])[C:13]=2[N:23]=[C:2]1[NH2:1])[C:5]1[CH:6]=[CH:7][CH:8]=[CH:9][CH:10]=1. (7) Given the reactants Br[C:2]1[CH:3]=[C:4]([C:20]([O:22][C:23]([CH3:26])([CH3:25])[CH3:24])=[O:21])[C:5]2[C:6]3[CH:7]=[C:8]([C:15]([O:17][CH2:18][CH3:19])=[O:16])[CH:9]=[CH:10][C:11]=3[NH:12][C:13]=2[CH:14]=1.[CH3:27][C:28]1[C:32](B2OC(C)(C)C(C)(C)O2)=[C:31]([CH3:42])[O:30][N:29]=1.P([O-])([O-])([O-])=O.[K+].[K+].[K+], predict the reaction product. The product is: [CH3:27][C:28]1[C:32]([C:2]2[CH:3]=[C:4]([C:20]([O:22][C:23]([CH3:25])([CH3:24])[CH3:26])=[O:21])[C:5]3[C:6]4[CH:7]=[C:8]([C:15]([O:17][CH2:18][CH3:19])=[O:16])[CH:9]=[CH:10][C:11]=4[NH:12][C:13]=3[CH:14]=2)=[C:31]([CH3:42])[O:30][N:29]=1.